Predict the reaction yield, written as a fraction of the theoretical maximum amount of product (1.0 means a 100% yield; for example, 0.34 means a 34% yield). From a dataset of Reaction yield outcomes from USPTO patents with 853,638 reactions. (1) The reactants are Br[CH2:2][C:3]1[NH:8][C:7]([C:9]2[S:10][CH:11]=[CH:12][N:13]=2)=[N:6][CH:5]([C:14]2[CH:19]=[CH:18][C:17]([Cl:20])=[CH:16][C:15]=2[Cl:21])[C:4]=1[C:22]([O:24][CH2:25][CH3:26])=[O:23].Cl.[NH:28]1[CH2:33][CH2:32][O:31][CH2:30][CH:29]1[CH2:34][C:35]([OH:37])=[O:36]. No catalyst specified. The product is [Cl:21][C:15]1[CH:16]=[C:17]([Cl:20])[CH:18]=[CH:19][C:14]=1[CH:5]1[N:6]=[C:7]([C:9]2[S:10][CH:11]=[CH:12][N:13]=2)[NH:8][C:3]([CH2:2][N:28]2[CH2:33][CH2:32][O:31][CH2:30][CH:29]2[CH2:34][C:35]([OH:37])=[O:36])=[C:4]1[C:22]([O:24][CH2:25][CH3:26])=[O:23]. The yield is 0.600. (2) The reactants are C([Si](C)(C)[O:6][CH:7]1[CH2:12][CH:11]([C:13]2[CH:18]=[CH:17][C:16]([N+:19]([O-:21])=[O:20])=[CH:15][C:14]=2[F:22])[CH2:10][CH2:9][C:8]1=[O:23])(C)(C)C. The catalyst is CO.[Pd]. The product is [F:22][C:14]1[CH:15]=[C:16]([N+:19]([O-:21])=[O:20])[CH:17]=[CH:18][C:13]=1[CH:11]1[CH2:10][CH2:9][C:8](=[O:23])[CH:7]([OH:6])[CH2:12]1. The yield is 0.890. (3) The reactants are [CH2:1]([NH2:8])[C:2]1[CH:7]=[CH:6][CH:5]=[CH:4][CH:3]=1.[C:9]([O:13][C:14](=[O:39])[NH:15][C@H:16]1[CH2:21][CH2:20][C@H:19]([C:22]([CH:37]=O)=[CH:23][C:24]2[C:33]3[C:28](=[CH:29][CH:30]=[C:31]([O:34][CH3:35])[N:32]=3)[N:27]=[CH:26][C:25]=2[Cl:36])[CH2:18][CH2:17]1)([CH3:12])([CH3:11])[CH3:10].C(O)(=O)C.C([BH3-])#N.[Na+]. The catalyst is C(O)C.C(OCC)(=O)C. The product is [C:9]([O:13][C:14](=[O:39])[NH:15][C@H:16]1[CH2:17][CH2:18][C@H:19]([C:22]([CH2:37][NH:8][CH2:1][C:2]2[CH:7]=[CH:6][CH:5]=[CH:4][CH:3]=2)=[CH:23][C:24]2[C:33]3[C:28](=[CH:29][CH:30]=[C:31]([O:34][CH3:35])[N:32]=3)[N:27]=[CH:26][C:25]=2[Cl:36])[CH2:20][CH2:21]1)([CH3:12])([CH3:10])[CH3:11]. The yield is 0.530. (4) The reactants are [NH2:1][C:2]1[C:11]2[C:6](=[CH:7][CH:8]=[CH:9][CH:10]=2)[N:5]=[C:4]([CH3:12])[CH:3]=1.[CH:13](=O)[C:14]1[CH:19]=[CH:18][CH:17]=[CH:16][CH:15]=1.[C:21](OC(=O)C)(=[O:23])[CH3:22]. No catalyst specified. The product is [C:14]1(/[CH:13]=[CH:12]/[C:4]2[CH:3]=[C:2]([NH:1][C:21](=[O:23])[CH3:22])[C:11]3[C:6](=[CH:7][CH:8]=[CH:9][CH:10]=3)[N:5]=2)[CH:19]=[CH:18][CH:17]=[CH:16][CH:15]=1. The yield is 0.640. (5) The reactants are [CH2:1]([N:8]1[CH2:13][CH2:12][NH:11][CH2:10][CH:9]1[CH2:14][OH:15])[C:2]1[CH:7]=[CH:6][CH:5]=[CH:4][CH:3]=1.[C:16]([O:20][C:21](=[O:53])[NH:22][C@H:23]([C:47]1[CH:52]=[CH:51][CH:50]=[CH:49][CH:48]=1)[CH2:24][N:25]1[C:30](=[O:31])[C:29](Br)=[C:28]([CH3:33])[N:27]([CH2:34][C:35]2[C:40]([C:41]([F:44])([F:43])[F:42])=[CH:39][CH:38]=[CH:37][C:36]=2[F:45])[C:26]1=[O:46])([CH3:19])([CH3:18])[CH3:17]. The catalyst is C(#N)C. The product is [C:16]([O:20][C:21](=[O:53])[NH:22][C@H:23]([C:47]1[CH:48]=[CH:49][CH:50]=[CH:51][CH:52]=1)[CH2:24][N:25]1[C:30](=[O:31])[C:29]([N:11]2[CH2:12][CH2:13][N:8]([CH2:1][C:2]3[CH:3]=[CH:4][CH:5]=[CH:6][CH:7]=3)[CH:9]([CH2:14][OH:15])[CH2:10]2)=[C:28]([CH3:33])[N:27]([CH2:34][C:35]2[C:40]([C:41]([F:44])([F:43])[F:42])=[CH:39][CH:38]=[CH:37][C:36]=2[F:45])[C:26]1=[O:46])([CH3:17])([CH3:18])[CH3:19]. The yield is 0.330. (6) The reactants are C(OC([N:8]1[CH2:12][C@H:11]([OH:13])[CH2:10][C@H:9]1[C:14]#[N:15])=O)(C)(C)C.O.[CH3:17][C:18]1[CH:23]=[CH:22][C:21]([S:24]([OH:27])(=[O:26])=[O:25])=[CH:20][CH:19]=1. The catalyst is C(#N)C. The product is [OH:13][C@H:11]1[CH2:12][NH:8][C@H:9]([C:14]#[N:15])[CH2:10]1.[CH3:17][C:18]1[CH:19]=[CH:20][C:21]([S:24]([O-:27])(=[O:26])=[O:25])=[CH:22][CH:23]=1. The yield is 0.730.